From a dataset of Forward reaction prediction with 1.9M reactions from USPTO patents (1976-2016). Predict the product of the given reaction. Given the reactants [CH3:1][O:2][C:3]1[C:8]([CH:9]=[CH2:10])=[CH:7][CH:6]=[CH:5][C:4]=1[CH3:11].[OH-].[Na+].O.[CH:15]([Cl:18])(Cl)[Cl:16], predict the reaction product. The product is: [Cl:16][C:15]1([Cl:18])[CH2:10][CH:9]1[C:8]1[CH:7]=[CH:6][CH:5]=[C:4]([CH3:11])[C:3]=1[O:2][CH3:1].